From a dataset of Forward reaction prediction with 1.9M reactions from USPTO patents (1976-2016). Predict the product of the given reaction. Given the reactants [ClH:1].O1CCOCC1.C(OC([N:15]1[CH2:19][CH2:18][C:17]([NH2:39])([C:20](=[O:38])[NH:21][C:22]2[CH:23]=[C:24]3[C:28](=[CH:29][CH:30]=2)[NH:27][N:26]=[C:25]3[C:31]2[CH:36]=[CH:35][C:34]([F:37])=[CH:33][CH:32]=2)[CH2:16]1)=O)(C)(C)C, predict the reaction product. The product is: [ClH:1].[F:37][C:34]1[CH:35]=[CH:36][C:31]([C:25]2[C:24]3[C:28](=[CH:29][CH:30]=[C:22]([NH:21][C:20]([C:17]4([NH2:39])[CH2:18][CH2:19][NH:15][CH2:16]4)=[O:38])[CH:23]=3)[NH:27][N:26]=2)=[CH:32][CH:33]=1.